Dataset: Forward reaction prediction with 1.9M reactions from USPTO patents (1976-2016). Task: Predict the product of the given reaction. The product is: [N:30]1[CH:31]=[CH:32][CH:33]=[CH:34][C:29]=1[CH2:28][NH:8][CH2:9][C:10]1[CH:11]=[CH:12][C:13]([CH2:16][N:17]([CH2:40][C:36]2[S:35][CH:39]=[CH:38][CH:37]=2)[CH:18]2[C:27]3[N:26]=[CH:25][CH:24]=[CH:23][C:22]=3[CH2:21][CH2:20][CH2:19]2)=[CH:14][CH:15]=1. Given the reactants C(OC([N:8]([CH2:28][C:29]1[CH:34]=[CH:33][CH:32]=[CH:31][N:30]=1)[CH2:9][C:10]1[CH:15]=[CH:14][C:13]([CH2:16][NH:17][CH:18]2[C:27]3[N:26]=[CH:25][CH:24]=[CH:23][C:22]=3[CH2:21][CH2:20][CH2:19]2)=[CH:12][CH:11]=1)=O)(C)(C)C.[S:35]1[CH:39]=[CH:38][CH:37]=[C:36]1[CH:40]=O.[BH3-]C#N.[Na+], predict the reaction product.